This data is from Full USPTO retrosynthesis dataset with 1.9M reactions from patents (1976-2016). The task is: Predict the reactants needed to synthesize the given product. Given the product [F:13][C:14]1[C:19]([I:20])=[N:32][CH:12]=[CH:10][C:11]=1[C:22](=[O:24])[C:21]([O:28][CH2:29][CH3:30])=[O:27], predict the reactants needed to synthesize it. The reactants are: C([Li])CCC.C(N[CH:10]([CH3:12])[CH3:11])(C)C.[F:13][C:14]1C=NC=C[C:19]=1[I:20].[C:21]([O:28][CH2:29][CH3:30])(=[O:27])[C:22]([O:24]CC)=O.[Cl-].[NH4+:32].